This data is from Catalyst prediction with 721,799 reactions and 888 catalyst types from USPTO. The task is: Predict which catalyst facilitates the given reaction. Reactant: [C:1]1([C:27]2[CH:32]=[CH:31][CH:30]=[CH:29][CH:28]=2)[CH:6]=[CH:5][C:4]([C:7]([N:9]2[CH2:14][CH2:13][N:12]([C:15]3[C:16]4[CH:24]=[C:23]([CH2:25][CH3:26])[S:22][C:17]=4[N:18]=[C:19]([NH2:21])[N:20]=3)[CH2:11][CH2:10]2)=[O:8])=[CH:3][CH:2]=1.[OH2:33]. Product: [CH2:1]([O:33][CH2:4][C:7]([NH:21][C:19]1[N:20]=[C:15]([N:12]2[CH2:11][CH2:10][N:9]([C:7]([C:4]3[CH:5]=[CH:6][C:1]([C:27]4[CH:32]=[CH:31][CH:30]=[CH:29][CH:28]=4)=[CH:2][CH:3]=3)=[O:8])[CH2:14][CH2:13]2)[C:16]2[CH:24]=[C:23]([CH2:25][CH3:26])[S:22][C:17]=2[N:18]=1)=[O:8])[C:27]1[CH:32]=[CH:31][CH:30]=[CH:29][CH:28]=1. The catalyst class is: 17.